From a dataset of Forward reaction prediction with 1.9M reactions from USPTO patents (1976-2016). Predict the product of the given reaction. (1) Given the reactants [CH2:1]([C:6]1[S:10][C:9]([NH:11][C:12]([C:14]2[N:15]([CH3:22])[CH:16]=[C:17]([N+:19]([O-:21])=[O:20])[CH:18]=2)=[O:13])=[N:8][C:7]=1[C:23]([OH:25])=O)[CH2:2][CH:3]([CH3:5])[CH3:4].CN1CCOCC1.[N:33]1([CH2:39][CH2:40][NH2:41])[CH2:38][CH2:37][O:36][CH2:35][CH2:34]1.CN(C(ON1N=NC2C=CC=CC1=2)=[N+](C)C)C.F[P-](F)(F)(F)(F)F.[OH-].[Na+], predict the reaction product. The product is: [CH2:1]([C:6]1[S:10][C:9]([NH:11][C:12]([C:14]2[N:15]([CH3:22])[CH:16]=[C:17]([N+:19]([O-:21])=[O:20])[CH:18]=2)=[O:13])=[N:8][C:7]=1[C:23]([NH:41][CH2:40][CH2:39][N:33]1[CH2:38][CH2:37][O:36][CH2:35][CH2:34]1)=[O:25])[CH2:2][CH:3]([CH3:5])[CH3:4]. (2) Given the reactants [H-].[Na+].[CH3:3][O:4][C:5]1[CH:6]=[C:7]2[C:11](=[C:12]([O:14][CH3:15])[CH:13]=1)[NH:10][CH:9]=[C:8]2[C:16]1[N:24]([S:25]([C:28]2[CH:33]=[CH:32][C:31]([CH3:34])=[CH:30][CH:29]=2)(=[O:27])=[O:26])[C:19]2=[N:20][CH:21]=[CH:22][CH:23]=[C:18]2[CH:17]=1.I[CH3:36].O, predict the reaction product. The product is: [CH3:3][O:4][C:5]1[CH:6]=[C:7]2[C:11](=[C:12]([O:14][CH3:15])[CH:13]=1)[N:10]([CH3:36])[CH:9]=[C:8]2[C:16]1[N:24]([S:25]([C:28]2[CH:29]=[CH:30][C:31]([CH3:34])=[CH:32][CH:33]=2)(=[O:27])=[O:26])[C:19]2=[N:20][CH:21]=[CH:22][CH:23]=[C:18]2[CH:17]=1.